From a dataset of Reaction yield outcomes from USPTO patents with 853,638 reactions. Predict the reaction yield, written as a fraction of the theoretical maximum amount of product (1.0 means a 100% yield; for example, 0.34 means a 34% yield). The reactants are Br[C:2]1[CH:3]=[N:4][CH:5]=[CH:6][CH:7]=1.[NH:8]1[CH2:13][CH2:12][NH:11][CH2:10][CH2:9]1.CC(C)([O-])C.[K+]. The catalyst is C1(C)C(C)=CC=CC=1.CCOC(C)=O.CC(C)([P](C(C)(C)C)([Pd][P](C(C)(C)C)(C(C)(C)C)C(C)(C)C)C(C)(C)C)C. The product is [N:4]1[CH:5]=[CH:6][CH:7]=[C:2]([N:8]2[CH2:13][CH2:12][NH:11][CH2:10][CH2:9]2)[CH:3]=1. The yield is 0.350.